From a dataset of Full USPTO retrosynthesis dataset with 1.9M reactions from patents (1976-2016). Predict the reactants needed to synthesize the given product. (1) Given the product [C:40]([O:44][C:45]([N:47]1[CH2:48][CH2:49][CH:50]([S:53]([C:56]2[CH:57]=[CH:58][C:59]([NH:62][C:63]3[N:68]=[CH:67][C:66]([NH:69][C:4](=[O:6])[C:3]4[CH:7]=[C:8]([NH:11][C:12](=[O:21])[C:13]5[CH:18]=[CH:17][C:16]([O:19][CH3:20])=[CH:15][CH:14]=5)[CH:9]=[CH:10][C:2]=4[Cl:1])=[CH:65][N:64]=3)=[CH:60][CH:61]=2)(=[O:54])=[O:55])[CH2:51][CH2:52]1)=[O:46])([CH3:43])([CH3:41])[CH3:42], predict the reactants needed to synthesize it. The reactants are: [Cl:1][C:2]1[CH:10]=[CH:9][C:8]([NH:11][C:12](=[O:21])[C:13]2[CH:18]=[CH:17][C:16]([O:19][CH3:20])=[CH:15][CH:14]=2)=[CH:7][C:3]=1[C:4]([OH:6])=O.ClC1N=C(OC)N=C(OC)N=1.CN1CCOCC1.[C:40]([O:44][C:45]([N:47]1[CH2:52][CH2:51][CH:50]([S:53]([C:56]2[CH:61]=[CH:60][C:59]([NH:62][C:63]3[N:68]=[CH:67][C:66]([NH2:69])=[CH:65][N:64]=3)=[CH:58][CH:57]=2)(=[O:55])=[O:54])[CH2:49][CH2:48]1)=[O:46])([CH3:43])([CH3:42])[CH3:41]. (2) Given the product [CH:38]1([N:44]2[C:48]3[CH:49]=[CH:50][C:51]([C:53]([OH:55])=[O:54])=[CH:52][C:47]=3[N:46]=[C:45]2[C:56]2[CH:65]=[C:64]3[C:63](=[CH:58][CH:57]=2)[N:62]=[C:61]([C:66]2[CH:71]=[CH:70][CH:69]=[CH:68][CH:67]=2)[CH:60]=[C:59]3[NH:72][C:74]2[CH:36]=[CH:37][CH:6]=[CH:7][CH:8]=2)[CH2:39][CH2:40][CH2:41][CH2:42][CH2:43]1, predict the reactants needed to synthesize it. The reactants are: C(OC([C:6]1[CH:37]=[CH:36]C2N(C3CCCCC3)C([C:6]3[CH:37]=[C:36]4C(=[CH:8][CH:7]=3)N=C([C:6]3[CH:37]=[CH:36]C=[CH:8][CH:7]=3)C=C4Cl)=N[C:8]=2[CH:7]=1)=O)C.[CH:38]1([N:44]2[C:48]3[CH:49]=[CH:50][C:51]([C:53]([OH:55])=[O:54])=[CH:52][C:47]=3[N:46]=[C:45]2[C:56]2[CH:57]=[C:58]3[C:63](=[CH:64][CH:65]=2)[N:62]=[C:61]([C:66]2[CH:71]=[CH:70][CH:69]=[CH:68][CH:67]=2)[CH:60]=[C:59]3[N:72]([CH3:74])C)[CH2:43][CH2:42][CH2:41][CH2:40][CH2:39]1.NC1C=CC=CC=1. (3) Given the product [Cl:4][C:5]1[CH:10]=[C:9]([NH:2][NH2:3])[C:8]([S:12][CH2:13][CH3:14])=[CH:7][N:6]=1, predict the reactants needed to synthesize it. The reactants are: O.[NH2:2][NH2:3].[Cl:4][C:5]1[CH:10]=[C:9](I)[C:8]([S:12][CH2:13][CH3:14])=[CH:7][N:6]=1.ClC1C=CC(SCC)=CN=1. (4) The reactants are: [CH3:1][O:2][C:3]1[CH:11]=[C:10]([O:12][CH3:13])[CH:9]=[C:8]2[C:4]=1[C:5]1([C:26]3[C:17](=[CH:18][C:19]4[O:24][CH2:23][CH2:22][O:21][C:20]=4[CH:25]=3)[O:16][CH2:15]1)[C:6](=[O:14])[NH:7]2.N1C2C(=CC=CC=2)[C@@]2(C3C(=C[C:40]4[O:45][CH2:44][CH2:43][O:42][C:41]=4[CH:46]=3)OC2)C1=O. Given the product [CH3:1][O:2][C:3]1[CH:11]=[C:10]([O:12][CH3:13])[CH:9]=[C:8]2[C:4]=1[C:5]1([C:26]3[C:17](=[CH:18][C:19]4[O:24][CH2:23][CH2:22][O:21][C:20]=4[CH:25]=3)[O:16][CH2:15]1)[C:6](=[O:14])[N:7]2[CH2:46][CH2:41][O:42][CH2:43][CH2:44][O:45][CH3:40], predict the reactants needed to synthesize it. (5) Given the product [Cl:1][C:2]1[C:3]([CH2:13][NH:18][CH:15]2[CH2:17][CH2:16]2)=[CH:4][C:5]([CH2:8][CH2:9][CH2:10][O:11][CH3:12])=[N:6][CH:7]=1.[Cl:1][C:2]1[C:3]([CH:13]=[N:18][CH:15]2[CH2:17][CH2:16]2)=[CH:4][C:5]([CH2:8][CH2:9][CH2:10][O:11][CH3:12])=[N:6][CH:7]=1, predict the reactants needed to synthesize it. The reactants are: [Cl:1][C:2]1[C:3]([CH:13]=O)=[CH:4][C:5]([CH2:8][CH2:9][CH2:10][O:11][CH3:12])=[N:6][CH:7]=1.[CH:15]1([NH2:18])[CH2:17][CH2:16]1.[BH4-].[Na+]. (6) Given the product [CH3:16][NH:15][CH2:14][CH2:13][N:10]1[CH2:11][CH2:12][O:7][CH2:8][CH2:9]1, predict the reactants needed to synthesize it. The reactants are: [H-].[H-].[H-].[H-].[Li+].[Al+3].[O:7]1[CH2:12][CH2:11][N:10]([CH2:13][CH2:14][NH:15][C:16](=O)OC(C)(C)C)[CH2:9][CH2:8]1. (7) Given the product [CH2:1]([O:8][C:9]([N:11]1[CH2:31][S:30][CH2:29][C@H:12]1[C:13]([N:15]1[CH2:21][CH2:20][CH2:19][N:18]([CH3:22])[CH2:17][CH2:16]1)=[O:14])=[O:10])[C:2]1[CH:7]=[CH:6][CH:5]=[CH:4][CH:3]=1, predict the reactants needed to synthesize it. The reactants are: [CH2:1]([O:8][C:9]([N:11]1[CH2:31][S:30][CH2:29][C@H:12]1[C:13]([N:15]1[CH2:21][CH2:20][CH2:19][N:18]([C:22](OC(C)(C)C)=O)[CH2:17][CH2:16]1)=[O:14])=[O:10])[C:2]1[CH:7]=[CH:6][CH:5]=[CH:4][CH:3]=1.C=O.C([BH3-])#N.[Na+]. (8) Given the product [NH:20]1[C:21]2[C:17](=[CH:16][CH:15]=[C:14]([NH:13][C:2](=[O:4])[C:1]3[CH:11]=[CH:10][CH:9]=[CH:8][C:7]=3[NH2:6])[CH:22]=2)[CH:18]=[CH:19]1, predict the reactants needed to synthesize it. The reactants are: [C:1]12[C:7](=[CH:8][CH:9]=[CH:10][CH:11]=1)[NH:6]C(=O)[O:4][C:2]2=O.[NH2:13][C:14]1[CH:22]=[C:21]2[C:17]([CH:18]=[CH:19][NH:20]2)=[CH:16][CH:15]=1.C1(C)C=CC=CC=1. (9) Given the product [C:1]([C:5]1[CH:6]=[C:7]([CH:17]=[C:18]([C:21]([CH3:22])([CH3:23])[CH3:24])[C:19]=1[OH:20])[C:8]([NH:10][C:11]1([C:14](=[O:15])[NH:31][CH2:30][C:26]2[S:25][CH:29]=[CH:28][N:27]=2)[CH2:12][CH2:13]1)=[O:9])([CH3:2])([CH3:3])[CH3:4], predict the reactants needed to synthesize it. The reactants are: [C:1]([C:5]1[CH:6]=[C:7]([CH:17]=[C:18]([C:21]([CH3:24])([CH3:23])[CH3:22])[C:19]=1[OH:20])[C:8]([NH:10][C:11]1([C:14](O)=[O:15])[CH2:13][CH2:12]1)=[O:9])([CH3:4])([CH3:3])[CH3:2].[S:25]1[CH:29]=[CH:28][N:27]=[C:26]1[CH2:30][NH2:31].CN(C(ON1N=NC2C=CC=NC1=2)=[N+](C)C)C.F[P-](F)(F)(F)(F)F.CCN(C(C)C)C(C)C.